This data is from HIV replication inhibition screening data with 41,000+ compounds from the AIDS Antiviral Screen. The task is: Binary Classification. Given a drug SMILES string, predict its activity (active/inactive) in a high-throughput screening assay against a specified biological target. (1) The compound is COc1ccc(C(=O)C(c2ccc(OC)cc2)C2(O)C(=O)Nc3ccc([N+](=O)[O-])cc32)cc1. The result is 0 (inactive). (2) The drug is CCOC(=O)c1ccc(-c2cc(C)[nH]n2)[nH]1. The result is 0 (inactive). (3) The drug is O=C(O)CN1C(=O)CSC1=S. The result is 0 (inactive). (4) The compound is Cc1ccc(-c2n[nH]c(=O)n2N=Cc2ccc([N+](=O)[O-])cc2)cc1. The result is 0 (inactive). (5) The molecule is COc1ccc(N2C(=O)C3c4[nH]c5ccc(OCc6ccccc6)cc5c4C4CCC(c5ccccc5)CC4C3C2=O)cc1. The result is 0 (inactive).